This data is from Caco-2 cell permeability data measuring drug intestinal absorption for ~900 compounds. The task is: Regression/Classification. Given a drug SMILES string, predict its absorption, distribution, metabolism, or excretion properties. Task type varies by dataset: regression for continuous measurements (e.g., permeability, clearance, half-life) or binary classification for categorical outcomes (e.g., BBB penetration, CYP inhibition). For this dataset (caco2_wang), we predict Y. (1) The Y is -4.55 log Papp (cm/s). The molecule is C[C@@H](NC(=O)C1(NC(=O)C(F)(F)F)CC1)c1ccc(-c2cc(Cl)ccc2-c2nnn(C)n2)cc1F. (2) The drug is COC(=O)C(C)NP(=O)(OC[C@@H]1C=C[C@H](n2cc(C)c(=O)[nH]c2=O)O1)Oc1ccc(C)cc1. The Y is -5.85 log Papp (cm/s). (3) The molecule is CCOC(=O)CCN1CC(=O)N(C)c2ccc(OCc3ccc(C(=N)N)cc3)cc2C1=O. The Y is -6.37 log Papp (cm/s). (4) The drug is N=C(N)c1cccc(CC(CC(=O)N2CCCC(C(=O)O)C2)NS(=O)(=O)c2ccc3ccccc3c2)c1. The Y is -7.38 log Papp (cm/s). (5) The drug is C[C@@H]1O[C@@H](c2ccc(Cl)cc2)OC[C@H]1NC(=O)Cc1ccccc1. The Y is -4.99 log Papp (cm/s). (6) The molecule is CCCCOC(=O)COc1ccc(C(=O)CNC(=O)c2cc3c(s2)CCNC3)cc1OCC(=O)OCCCC. The Y is -5.10 log Papp (cm/s). (7) The molecule is Cc1ncc(C[n+]2csc(CCO)c2C)c(N)n1. The Y is -5.27 log Papp (cm/s).